This data is from Forward reaction prediction with 1.9M reactions from USPTO patents (1976-2016). The task is: Predict the product of the given reaction. The product is: [CH2:1]([O:8][C:9]1[CH:24]=[CH:23][C:12]([CH:13]2[N:14]([CH2:15][CH2:16][C:17]3[CH:22]=[CH:21][CH:20]=[CH:19][CH:18]=3)[C:33](=[O:34])[CH:32]2[C:29]2[CH:30]=[CH:31][C:26]([F:25])=[CH:27][CH:28]=2)=[CH:11][CH:10]=1)[C:2]1[CH:3]=[CH:4][CH:5]=[CH:6][CH:7]=1. Given the reactants [CH2:1]([O:8][C:9]1[CH:24]=[CH:23][C:12]([CH:13]=[N:14][CH2:15][CH2:16][C:17]2[CH:22]=[CH:21][CH:20]=[CH:19][CH:18]=2)=[CH:11][CH:10]=1)[C:2]1[CH:7]=[CH:6][CH:5]=[CH:4][CH:3]=1.[F:25][C:26]1[CH:31]=[CH:30][C:29]([CH2:32][C:33](Cl)=[O:34])=[CH:28][CH:27]=1.CCN(CC)CC, predict the reaction product.